Task: Predict which catalyst facilitates the given reaction.. Dataset: Catalyst prediction with 721,799 reactions and 888 catalyst types from USPTO (1) Reactant: [Cl:1][C:2]1[C:7]([O:8][CH3:9])=[CH:6][C:5]([O:10][CH3:11])=[C:4]([Cl:12])[C:3]=1[C:13]1[CH:14]=[C:15]2[C:20](=[CH:21][CH:22]=1)[N:19]=[C:18]([NH:23][C@@H:24]1[CH2:29][CH2:28][CH2:27][CH2:26][C@@H:25]1[NH:30]C(=O)OC(C)(C)C)[N:17]=[CH:16]2.C(O)(C(F)(F)F)=O. Product: [Cl:12][C:4]1[C:5]([O:10][CH3:11])=[CH:6][C:7]([O:8][CH3:9])=[C:2]([Cl:1])[C:3]=1[C:13]1[CH:14]=[C:15]2[C:20](=[CH:21][CH:22]=1)[N:19]=[C:18]([NH:23][C@@H:24]1[CH2:29][CH2:28][CH2:27][CH2:26][C@@H:25]1[NH2:30])[N:17]=[CH:16]2. The catalyst class is: 4. (2) Reactant: C([N:4]1[CH2:9][CH2:8][N:7]([C:10]2[N:15]=[C:14](F)[CH:13]=[C:12]([N:17]([CH3:19])[CH3:18])[N:11]=2)[CH2:6][CH2:5]1)(=O)C.[CH3:20][O-:21].[Na+].O. Product: [CH3:19][N:17]([CH3:18])[C:12]1[CH:13]=[C:14]([O:21][CH3:20])[N:15]=[C:10]([N:7]2[CH2:6][CH2:5][NH:4][CH2:9][CH2:8]2)[N:11]=1. The catalyst class is: 5. (3) Product: [F:21][C:16]1[CH:17]=[CH:18][CH:19]=[CH:20][C:15]=1[CH2:14][C:13]1[N:7]2[CH:8]=[CH:9][CH:10]=[CH:11][C:6]2=[C:5]([C:4]([O:3][CH2:1][CH3:2])=[O:23])[N:12]=1. Reactant: [CH2:1]([O:3][C:4](=[O:23])[CH:5]([NH:12][C:13](=O)[CH2:14][C:15]1[CH:20]=[CH:19][CH:18]=[CH:17][C:16]=1[F:21])[C:6]1[CH:11]=[CH:10][CH:9]=[CH:8][N:7]=1)[CH3:2].P(Cl)(Cl)(Cl)=O. The catalyst class is: 26. (4) Reactant: [OH:1][C:2]1[CH:3]=[C:4]2[C:9](=[CH:10][CH:11]=1)[NH:8][C:7](=[O:12])[CH2:6][CH2:5]2.[C:13](=O)([O-])[O-].[K+].[K+]. Product: [CH3:13][O:1][C:2]1[CH:3]=[C:4]2[C:9](=[CH:10][CH:11]=1)[NH:8][C:7](=[O:12])[CH2:6][CH2:5]2. The catalyst class is: 23. (5) Reactant: [CH2:1]([O:3][C:4]([C:6]1[C:15](=[O:16])[C:14]2[C:13](=[O:17])[CH2:12][CH2:11][CH2:10][C:9]=2[NH:8][CH:7]=1)=[O:5])[CH3:2].[Br:18][CH:19]=[CH:20][CH2:21]Br.C(=O)([O-])[O-].[K+].[K+].O. Product: [Br:18][CH:19]=[CH:20][CH2:21][N:8]1[C:9]2[CH2:10][CH2:11][CH2:12][C:13](=[O:17])[C:14]=2[C:15](=[O:16])[C:6]([C:4]([O:3][CH2:1][CH3:2])=[O:5])=[CH:7]1. The catalyst class is: 9. (6) Reactant: [CH3:1][O:2][C:3]1[CH:4]=[C:5]([CH2:10][C:11]2[C@:20]3([CH3:21])[C@H:15]([C:16]([CH3:23])([CH3:22])[CH2:17][CH2:18][CH2:19]3)[CH2:14][CH2:13][C:12]=2[CH3:24])[CH:6]=[C:7]([CH3:9])[CH:8]=1.C[O:26]C1C=C(C[C@H]2C(C)=CC[C@@H]3[C@]2(C)CCCC3(C)C)C=C(C)C=1.COC1C=C(C[C@H]2C(=C)CC[C@@H]3[C@]2(C)CCCC3(C)C)C=C(C)C=1.B.C1COCC1. Product: [CH3:1][O:2][C:3]1[CH:4]=[C:5]([CH2:10][C@@H:11]2[C@:20]3([CH3:21])[C@H:15]([C:16]([CH3:23])([CH3:22])[CH2:17][CH2:18][CH2:19]3)[CH2:14][CH2:13][C@@H:12]2[CH2:24][OH:26])[CH:6]=[C:7]([CH3:9])[CH:8]=1. The catalyst class is: 1. (7) Reactant: Br[C:2]1[CH:3]=[C:4]([C:15]2[CH:22]=[CH:21][C:18]([C:19]#[N:20])=[CH:17][CH:16]=2)[S:5][C:6]=1[C:7]1[CH:12]=[CH:11][C:10]([O:13][CH3:14])=[CH:9][CH:8]=1.[Li]CCCC.CCCCCC.[F:34][C:35]1([F:46])[C:39]([F:40])=[C:38](F)[C:37]([F:43])([F:42])[C:36]1([F:45])[F:44]. Product: [CH3:14][O:13][C:10]1[CH:11]=[CH:12][C:7]([C:6]2[S:5][C:4]([C:15]3[CH:22]=[CH:21][C:18]([C:19]#[N:20])=[CH:17][CH:16]=3)=[CH:3][C:2]=2[C:38]2[C:37]([F:43])([F:42])[C:36]([F:44])([F:45])[C:35]([F:34])([F:46])[C:39]=2[F:40])=[CH:8][CH:9]=1. The catalyst class is: 1.